From a dataset of Forward reaction prediction with 1.9M reactions from USPTO patents (1976-2016). Predict the product of the given reaction. (1) The product is: [ClH:23].[ClH:23].[ClH:23].[F:1][CH2:2][CH2:3][N:4]1[CH2:9][CH2:8][N:7]([CH:10]2[CH2:15][CH2:14][NH:13][CH2:12][CH2:11]2)[CH2:6][CH2:5]1. Given the reactants [F:1][CH2:2][CH2:3][N:4]1[CH2:9][CH2:8][N:7]([CH:10]2[CH2:15][CH2:14][N:13](C(OC(C)(C)C)=O)[CH2:12][CH2:11]2)[CH2:6][CH2:5]1.[ClH:23], predict the reaction product. (2) Given the reactants [C:1]1([O:8][CH3:9])[C:2](=[CH:4][CH:5]=[CH:6][CH:7]=1)[OH:3].[CH2:10](Br)[CH2:11][Br:12].[OH-].[Na+], predict the reaction product. The product is: [CH3:9][O:8][C:1]1[CH:7]=[CH:6][CH:5]=[CH:4][C:2]=1[O:3][CH2:10][CH2:11][Br:12].